From a dataset of NCI-60 drug combinations with 297,098 pairs across 59 cell lines. Regression. Given two drug SMILES strings and cell line genomic features, predict the synergy score measuring deviation from expected non-interaction effect. (1) Drug 1: CCN(CC)CCCC(C)NC1=C2C=C(C=CC2=NC3=C1C=CC(=C3)Cl)OC. Drug 2: COC1=C2C(=CC3=C1OC=C3)C=CC(=O)O2. Cell line: OVCAR-5. Synergy scores: CSS=37.1, Synergy_ZIP=3.17, Synergy_Bliss=2.60, Synergy_Loewe=-7.59, Synergy_HSA=3.43. (2) Drug 1: CC1=C(C(CCC1)(C)C)C=CC(=CC=CC(=CC(=O)O)C)C. Drug 2: CC(C)CN1C=NC2=C1C3=CC=CC=C3N=C2N. Cell line: RXF 393. Synergy scores: CSS=-5.02, Synergy_ZIP=1.85, Synergy_Bliss=-0.806, Synergy_Loewe=-3.19, Synergy_HSA=-4.33. (3) Drug 1: CC1=C2C(C(=O)C3(C(CC4C(C3C(C(C2(C)C)(CC1OC(=O)C(C(C5=CC=CC=C5)NC(=O)OC(C)(C)C)O)O)OC(=O)C6=CC=CC=C6)(CO4)OC(=O)C)OC)C)OC. Drug 2: C1=CN(C(=O)N=C1N)C2C(C(C(O2)CO)O)O.Cl. Cell line: 786-0. Synergy scores: CSS=63.9, Synergy_ZIP=4.33, Synergy_Bliss=3.60, Synergy_Loewe=5.35, Synergy_HSA=8.04. (4) Synergy scores: CSS=22.8, Synergy_ZIP=0.0424, Synergy_Bliss=1.13, Synergy_Loewe=1.27, Synergy_HSA=-0.297. Cell line: MDA-MB-435. Drug 2: C1C(C(OC1N2C=NC(=NC2=O)N)CO)O. Drug 1: CCCCC(=O)OCC(=O)C1(CC(C2=C(C1)C(=C3C(=C2O)C(=O)C4=C(C3=O)C=CC=C4OC)O)OC5CC(C(C(O5)C)O)NC(=O)C(F)(F)F)O. (5) Synergy scores: CSS=-6.71, Synergy_ZIP=1.99, Synergy_Bliss=-1.27, Synergy_Loewe=-5.16, Synergy_HSA=-4.99. Drug 1: C1=CC(=CC=C1C#N)C(C2=CC=C(C=C2)C#N)N3C=NC=N3. Cell line: KM12. Drug 2: CC1=C(C(=CC=C1)Cl)NC(=O)C2=CN=C(S2)NC3=CC(=NC(=N3)C)N4CCN(CC4)CCO. (6) Drug 1: CC(C)NC(=O)C1=CC=C(C=C1)CNNC.Cl. Drug 2: COCCOC1=C(C=C2C(=C1)C(=NC=N2)NC3=CC=CC(=C3)C#C)OCCOC.Cl. Cell line: NCI-H226. Synergy scores: CSS=-5.59, Synergy_ZIP=2.99, Synergy_Bliss=0.874, Synergy_Loewe=-4.91, Synergy_HSA=-3.55. (7) Drug 1: CN1C(=O)N2C=NC(=C2N=N1)C(=O)N. Drug 2: CC12CCC3C(C1CCC2O)C(CC4=C3C=CC(=C4)O)CCCCCCCCCS(=O)CCCC(C(F)(F)F)(F)F. Cell line: PC-3. Synergy scores: CSS=6.35, Synergy_ZIP=-1.49, Synergy_Bliss=0.642, Synergy_Loewe=2.93, Synergy_HSA=1.92.